Task: Predict which catalyst facilitates the given reaction.. Dataset: Catalyst prediction with 721,799 reactions and 888 catalyst types from USPTO (1) Reactant: [CH2:1](Cl)Cl.[CH3:4][CH2:5][N:6](CC)CC.[NH2:11][C:12]1[CH:13]=[N:14][CH:15]=[CH:16][C:17]=1[CH:18]=O.[BH-]([O:29][C:30]([CH3:32])=[O:31])([O:29][C:30]([CH3:32])=[O:31])[O:29][C:30]([CH3:32])=[O:31].[Na+].[C:34]([OH:40])([C:36](F)(F)F)=O. Product: [C:30]([O:29][CH2:1][CH:34]1[O:40][CH2:4][CH2:5][N:6]([CH2:18][C:17]2[CH:16]=[CH:15][N:14]=[CH:13][C:12]=2[NH2:11])[CH2:36]1)(=[O:31])[CH3:32]. The catalyst class is: 5. (2) Reactant: [Si:1]([O:8][C@H:9]1[C@H:13]2[O:14][CH2:15][C@@H:16]([O:17][C:18]3[N:19]([CH2:49][O:50][CH2:51][CH2:52][Si:53]([CH3:56])([CH3:55])[CH3:54])[C:20]4[C:21]([N:48]=3)=[N:22][C:23]([C:27]3[CH:32]=[CH:31][C:30]([C:33]#[C:34][CH:35]5[CH2:40][CH2:39][N:38](C(OC(C)(C)C)=O)[CH2:37][CH2:36]5)=[CH:29][CH:28]=3)=[C:24]([Cl:26])[CH:25]=4)[C@H:12]2[O:11][CH2:10]1)([C:4]([CH3:7])([CH3:6])[CH3:5])([CH3:3])[CH3:2].FC(F)(F)C(O)=O.C(=O)(O)[O-].[Na+]. Product: [Si:1]([O:8][C@H:9]1[C@H:13]2[O:14][CH2:15][C@@H:16]([O:17][C:18]3[N:19]([CH2:49][O:50][CH2:51][CH2:52][Si:53]([CH3:54])([CH3:55])[CH3:56])[C:20]4[C:21]([N:48]=3)=[N:22][C:23]([C:27]3[CH:32]=[CH:31][C:30]([C:33]#[C:34][CH:35]5[CH2:40][CH2:39][NH:38][CH2:37][CH2:36]5)=[CH:29][CH:28]=3)=[C:24]([Cl:26])[CH:25]=4)[C@H:12]2[O:11][CH2:10]1)([C:4]([CH3:7])([CH3:6])[CH3:5])([CH3:3])[CH3:2]. The catalyst class is: 2.